Predict the reactants needed to synthesize the given product. From a dataset of Full USPTO retrosynthesis dataset with 1.9M reactions from patents (1976-2016). (1) Given the product [Si:63]([O:62][CH2:61][C:46]1([CH2:45][O:44][Si:37]([C:40]([CH3:43])([CH3:42])[CH3:41])([CH3:38])[CH3:39])[O:50][N:49]=[C:48]([C:51]2[CH:52]=[CH:53][C:54]([C:7]3[CH:6]=[CH:5][C:4]([N:9]4[CH2:13][C@H:12]([CH2:14][N:15]5[CH:19]=[CH:18][N:17]=[N:16]5)[O:11][C:10]4=[O:20])=[CH:3][C:2]=3[F:1])=[CH:55][CH:56]=2)[CH2:47]1)([C:66]([CH3:69])([CH3:68])[CH3:67])([CH3:65])[CH3:64], predict the reactants needed to synthesize it. The reactants are: [F:1][C:2]1[CH:3]=[C:4]([N:9]2[CH2:13][C@H:12]([CH2:14][N:15]3[CH:19]=[CH:18][N:17]=[N:16]3)[O:11][C:10]2=[O:20])[CH:5]=[CH:6][C:7]=1I.O1C=CC=C1P(C1OC=CC=1)C1OC=CC=1.[Si:37]([O:44][CH2:45][C:46]1([CH2:61][O:62][Si:63]([C:66]([CH3:69])([CH3:68])[CH3:67])([CH3:65])[CH3:64])[O:50][N:49]=[C:48]([C:51]2[CH:56]=[CH:55][C:54]([Sn](C)(C)C)=[CH:53][CH:52]=2)[CH2:47]1)([C:40]([CH3:43])([CH3:42])[CH3:41])([CH3:39])[CH3:38]. (2) Given the product [F:17][C:12]1[CH:13]=[CH:14][CH:15]=[CH:16][C:11]=1[O:10][CH2:9][CH2:8][CH2:7][CH2:6][CH2:5][CH2:4][CH2:3][CH2:2][I:18], predict the reactants needed to synthesize it. The reactants are: Br[CH2:2][CH2:3][CH2:4][CH2:5][CH2:6][CH2:7][CH2:8][CH2:9][O:10][C:11]1[CH:16]=[CH:15][CH:14]=[CH:13][C:12]=1[F:17].[I-:18].[Na+].C(OCCCCCCCCCCN)CCCCC. (3) Given the product [F:14][C:15]([F:26])([F:25])[C:16]([NH:13][CH2:12][CH2:11][C:8]1[CH:7]=[CH:6][C:5]([N+:2]([O-:4])=[O:3])=[CH:10][CH:9]=1)=[O:17], predict the reactants needed to synthesize it. The reactants are: Cl.[N+:2]([C:5]1[CH:10]=[CH:9][C:8]([CH2:11][CH2:12][NH2:13])=[CH:7][CH:6]=1)([O-:4])=[O:3].[F:14][C:15]([F:26])([F:25])[C:16](O[C:16](=[O:17])[C:15]([F:26])([F:25])[F:14])=[O:17]. (4) Given the product [CH2:27]([O:34][NH:35][C:36]1[C:41]([C:42]([O:44][CH2:45][CH3:46])=[O:43])=[CH:40][N:39]=[C:38]([NH:11][C:5]2[CH:6]=[CH:7][C:8]3[O:9][CH2:10][CH2:1][O:2][C:3]=3[CH:4]=2)[N:37]=1)[C:28]1[CH:33]=[CH:32][CH:31]=[CH:30][CH:29]=1, predict the reactants needed to synthesize it. The reactants are: [CH2:1]1[CH2:10][O:9][C:8]2[CH:7]=[CH:6][C:5]([NH:11]C3C(F)=CN=C(NC4C=CC=C(O)C=4)N=3)=[CH:4][C:3]=2[O:2]1.[CH2:27]([O:34][NH:35][C:36]1[C:41]([C:42]([O:44][CH2:45][CH3:46])=[O:43])=[CH:40][N:39]=[C:38](Cl)[N:37]=1)[C:28]1[CH:33]=[CH:32][CH:31]=[CH:30][CH:29]=1.O1C2C=CC(N)=CC=2OCC1. (5) Given the product [CH3:1][N:2]1[C:7]2=[CH:8][N:9]([C@@H:17]([CH2:28][CH2:29][C:30]([OH:32])=[O:31])[C:18]([OH:20])=[O:19])[C:10]([C:11]3[CH:16]=[CH:15][CH:14]=[CH:13][CH:12]=3)=[C:6]2[C:5](=[O:40])[N:4]([CH3:41])[C:3]1=[O:42], predict the reactants needed to synthesize it. The reactants are: [CH3:1][N:2]1[C:7]2=[CH:8][N:9]([C@@H:17]([CH2:28][CH2:29][C:30]([O:32]CC3C=CC=CC=3)=[O:31])[C:18]([O:20]CC3C=CC=CC=3)=[O:19])[C:10]([C:11]3[CH:16]=[CH:15][CH:14]=[CH:13][CH:12]=3)=[C:6]2[C:5](=[O:40])[N:4]([CH3:41])[C:3]1=[O:42]. (6) Given the product [ClH:26].[NH2:7][CH2:8][CH2:9][C:10]1[CH:11]=[CH:12][C:13]([C:16]2[N:17]=[C:18]([NH:21][C:22](=[O:24])[CH3:23])[S:19][CH:20]=2)=[CH:14][CH:15]=1, predict the reactants needed to synthesize it. The reactants are: C(OC(=O)[NH:7][CH2:8][CH2:9][C:10]1[CH:15]=[CH:14][C:13]([C:16]2[N:17]=[C:18]([NH:21][C:22](=[O:24])[CH3:23])[S:19][CH:20]=2)=[CH:12][CH:11]=1)(C)(C)C.[ClH:26]. (7) Given the product [O:19]1[CH2:20][CH2:21][CH2:22][O:23][CH:18]1[CH2:17][CH2:16][N:9]1[CH2:8][CH2:7][C:6]2[C:11](=[CH:12][CH:13]=[C:4]([Br:3])[CH:5]=2)[C:10]1=[O:14], predict the reactants needed to synthesize it. The reactants are: [H-].[Na+].[Br:3][C:4]1[CH:5]=[C:6]2[C:11](=[CH:12][CH:13]=1)[C:10](=[O:14])[NH:9][CH2:8][CH2:7]2.Br[CH2:16][CH2:17][CH:18]1[O:23][CH2:22][CH2:21][CH2:20][O:19]1.